This data is from Reaction yield outcomes from USPTO patents with 853,638 reactions. The task is: Predict the reaction yield, written as a fraction of the theoretical maximum amount of product (1.0 means a 100% yield; for example, 0.34 means a 34% yield). (1) The reactants are [CH3:1][N:2]1C(=O)[O:5][N:4]=[C:3]1/[C:8](=[N:15]\[O:16][CH2:17][C:18]1[N:23]=[C:22]([NH:24][C:25](=[O:31])[O:26][C:27]([CH3:30])([CH3:29])[CH3:28])[CH:21]=[CH:20][CH:19]=1)/[C:9]1[CH:14]=[CH:13][CH:12]=[CH:11][CH:10]=1.[OH-].[Na+].Cl. The catalyst is C1COCC1. The product is [OH:5]/[N:4]=[C:3](\[NH:2][CH3:1])/[C:8](=[N:15]\[O:16][CH2:17][C:18]1[N:23]=[C:22]([NH:24][C:25](=[O:31])[O:26][C:27]([CH3:29])([CH3:30])[CH3:28])[CH:21]=[CH:20][CH:19]=1)/[C:9]1[CH:14]=[CH:13][CH:12]=[CH:11][CH:10]=1. The yield is 0.900. (2) The reactants are [C:1](=[NH:21])([O:3][CH2:4][CH2:5][C:6]1[CH:11]=[CH:10][C:9]([O:12][C:13]2[CH:18]=[CH:17][C:16]([CH3:19])=[C:15]([Cl:20])[CH:14]=2)=[CH:8][CH:7]=1)[NH2:2].[CH:22]([CH:24]([CH2:29][C:30]1[CH:31]=[N:32][C:33]([O:36][CH3:37])=[N:34][CH:35]=1)[C:25](OC)=O)=[O:23].C([O-])([O-])=O.[K+].[K+]. The catalyst is CN1C(=O)CCC1. The product is [Cl:20][C:15]1[CH:14]=[C:13]([O:12][C:9]2[CH:8]=[CH:7][C:6]([CH2:5][CH2:4][O:3][C:1]3[NH:2][CH:25]=[C:24]([CH2:29][C:30]4[CH:31]=[N:32][C:33]([O:36][CH3:37])=[N:34][CH:35]=4)[C:22](=[O:23])[N:21]=3)=[CH:11][CH:10]=2)[CH:18]=[CH:17][C:16]=1[CH3:19]. The yield is 0.0233. (3) The product is [C:1]([O:5][C:6]([N:8]1[CH2:13][CH2:12][CH:11]([C:14]2[CH:19]=[CH:18][C:17]([NH2:20])=[C:16]([Br:21])[CH:15]=2)[CH2:10][CH2:9]1)=[O:7])([CH3:4])([CH3:2])[CH3:3]. The catalyst is C(Cl)Cl.CCOC(C)=O. The reactants are [C:1]([O:5][C:6]([N:8]1[CH2:13][CH2:12][CH:11]([C:14]2[CH:19]=[CH:18][C:17]([NH2:20])=[CH:16][CH:15]=2)[CH2:10][CH2:9]1)=[O:7])([CH3:4])([CH3:3])[CH3:2].[Br:21]N1C(=O)CCC1=O. The yield is 1.00. (4) The product is [Si:1]([O:8][CH2:9][C:10]1[N:11]([CH3:27])[C:12]2[C:17]([CH:18]=1)=[CH:16][C:15]1[C:19](=[O:24])[CH2:20][CH2:21][CH:22]=[CH:23][C:14]=1[CH:13]=2)([C:4]([CH3:5])([CH3:6])[CH3:7])([CH3:3])[CH3:2]. The reactants are [Si:1]([O:8][CH2:9][C:10]1[N:11]([CH3:27])[C:12]2[C:17]([CH:18]=1)=[CH:16][C:15]([CH:19]([OH:24])[CH2:20][CH2:21][CH:22]=[CH2:23])=[C:14](C=C)[CH:13]=2)([C:4]([CH3:7])([CH3:6])[CH3:5])([CH3:3])[CH3:2].C[N+]1([O-])CCOCC1. The yield is 0.700. The catalyst is C(Cl)Cl.CCC[N+](CCC)(CCC)CCC.[O-][Ru](=O)(=O)=O. (5) No catalyst specified. The yield is 0.660. The reactants are [CH2:1](F)[O:2][CH:3]([C:8]([F:11])([F:10])[F:9])[C:4]([F:7])([F:6])[F:5].FC(F)(F)C(O)C(F)(F)F.BrC[C:25]([O:27]CC)=[O:26]. The product is [F:5][C:4]([F:7])([F:6])[CH:3]([O:2][CH2:1][C:25]([OH:27])=[O:26])[C:8]([F:11])([F:10])[F:9]. (6) The reactants are COC1[N:8]=[CH:7][CH:6]=CC=1.[C:9]1([CH3:17])[CH:14]=[CH:13][CH:12]=[CH:11][C:10]=1[Mg]Br.Cl[C:19]([O:21][CH2:22][C:23]1[CH:28]=[CH:27][CH:26]=[CH:25][CH:24]=1)=[O:20].[CH2:29]1[CH2:33][O:32][CH2:31][CH2:30]1. The catalyst is C(OCC)C. The product is [CH2:22]([O:21][C:19]([N:8]1[CH:7]=[CH:6][C:31](=[O:32])[CH2:30][CH:29]1[CH2:33][C:10]1[CH:11]=[CH:12][CH:13]=[CH:14][C:9]=1[CH3:17])=[O:20])[C:23]1[CH:28]=[CH:27][CH:26]=[CH:25][CH:24]=1. The yield is 0.780.